Dataset: Reaction yield outcomes from USPTO patents with 853,638 reactions. Task: Predict the reaction yield, written as a fraction of the theoretical maximum amount of product (1.0 means a 100% yield; for example, 0.34 means a 34% yield). (1) The reactants are COC(=O)[NH:4][C:5]1[O:6][C:7]2[C:13]([C:14]3[CH:19]=[CH:18][C:17]([F:20])=[CH:16][CH:15]=3)=[CH:12][CH:11]=[C:10]([O:21][CH3:22])[C:8]=2[N:9]=1.[OH-].[Na+]. The catalyst is O1CCOCC1.C(O)CO. The product is [F:20][C:17]1[CH:16]=[CH:15][C:14]([C:13]2[C:7]3[O:6][C:5]([NH2:4])=[N:9][C:8]=3[C:10]([O:21][CH3:22])=[CH:11][CH:12]=2)=[CH:19][CH:18]=1. The yield is 0.420. (2) The reactants are Cl.CN(C)CCCN=C=NCC.[F:13][C:14]1[C:22]([O:23][CH3:24])=[C:21]([F:25])[CH:20]=[C:19]2[C:15]=1[C:16]([CH2:27][C:28]([OH:30])=[O:29])=[C:17]([CH3:26])[NH:18]2.[CH3:31][Si:32]([CH3:37])([CH3:36])[CH2:33][CH2:34]O. The catalyst is CN(C)C1C=CN=CC=1.ClCCl. The product is [F:13][C:14]1[C:22]([O:23][CH3:24])=[C:21]([F:25])[CH:20]=[C:19]2[C:15]=1[C:16]([CH2:27][C:28]([O:30][CH2:34][CH2:33][Si:32]([CH3:37])([CH3:36])[CH3:31])=[O:29])=[C:17]([CH3:26])[NH:18]2. The yield is 0.810. (3) The reactants are [NH:1]1[C:9]2[C:4](=[CH:5][CH:6]=[CH:7][CH:8]=2)[C:3]([C:10]([OH:12])=O)=[N:2]1.[CH3:13][NH:14][O:15][CH3:16].Cl.N1C=CC=CC=1.CCN=C=NCCCN(C)C.Cl. The catalyst is C1COCC1. The product is [CH3:16][O:15][N:14]([CH3:13])[C:10]([C:3]1[C:4]2[C:9](=[CH:8][CH:7]=[CH:6][CH:5]=2)[NH:1][N:2]=1)=[O:12]. The yield is 0.756. (4) The reactants are [CH3:1][O:2][CH2:3][O:4][C:5]1[CH:14]=[CH:13][C:12]2[O:11][CH:10]([C:15]3[CH:20]=[CH:19][C:18]([O:21][CH2:22][O:23][CH3:24])=[CH:17][CH:16]=3)[CH:9]3[CH2:25][C:26](=[O:28])[CH2:27][CH:8]3[C:7]=2[CH:6]=1.[BH4-].[Na+].[Cl-].[NH4+]. The catalyst is CO.C1COCC1.CCOC(C)=O. The product is [CH3:1][O:2][CH2:3][O:4][C:5]1[CH:14]=[CH:13][C:12]2[O:11][CH:10]([C:15]3[CH:16]=[CH:17][C:18]([O:21][CH2:22][O:23][CH3:24])=[CH:19][CH:20]=3)[CH:9]3[CH2:25][CH:26]([OH:28])[CH2:27][CH:8]3[C:7]=2[CH:6]=1. The yield is 1.00.